This data is from Full USPTO retrosynthesis dataset with 1.9M reactions from patents (1976-2016). The task is: Predict the reactants needed to synthesize the given product. Given the product [OH:35][CH:10]([CH2:12][OH:11])[CH2:9][O:8][C:7]1[CH:6]=[CH:5][C:4]([N:13]2[C:17]([CH3:18])([CH3:19])[C:16](=[O:20])[N:15]([C:21]3[CH:28]=[CH:27][C:24]([C:25]#[N:26])=[C:23]([C:29]([F:31])([F:32])[F:30])[CH:22]=3)[C:14]2=[S:33])=[CH:3][C:2]=1[F:1], predict the reactants needed to synthesize it. The reactants are: [F:1][C:2]1[CH:3]=[C:4]([N:13]2[C:17]([CH3:19])([CH3:18])[C:16](=[O:20])[N:15]([C:21]3[CH:28]=[CH:27][C:24]([C:25]#[N:26])=[C:23]([C:29]([F:32])([F:31])[F:30])[CH:22]=3)[C:14]2=[S:33])[CH:5]=[CH:6][C:7]=1[O:8][CH2:9][CH:10]1[CH2:12][O:11]1.S(=O)(=O)(O)[OH:35].[OH-].[Na+].